Dataset: Full USPTO retrosynthesis dataset with 1.9M reactions from patents (1976-2016). Task: Predict the reactants needed to synthesize the given product. (1) Given the product [F:15][C:5]1[C:6]([NH:8][C:9]2[CH:14]=[CH:13][CH:12]=[CH:11][CH:10]=2)=[N:7][C:2]([NH:27][C:19]2[CH:20]=[C:21]([N+:24]([O-:26])=[O:25])[CH:22]=[CH:23][C:18]=2[O:17][CH3:16])=[N:3][CH:4]=1, predict the reactants needed to synthesize it. The reactants are: Cl[C:2]1[N:7]=[C:6]([NH:8][C:9]2[CH:14]=[CH:13][CH:12]=[CH:11][CH:10]=2)[C:5]([F:15])=[CH:4][N:3]=1.[CH3:16][O:17][C:18]1[CH:23]=[CH:22][C:21]([N+:24]([O-:26])=[O:25])=[CH:20][C:19]=1[NH2:27].C(O)(C(F)(F)F)=O. (2) Given the product [CH3:1][O:2][C:3]1[CH:8]=[CH:7][CH:6]=[CH:5][C:4]=1[CH:9]([CH3:14])[C:10]([OH:12])=[O:11], predict the reactants needed to synthesize it. The reactants are: [CH3:1][O:2][C:3]1[CH:8]=[CH:7][CH:6]=[CH:5][C:4]=1[CH2:9][C:10]([OH:12])=[O:11].Cl[C:14]1C=CC=CC=1C(C)C(O)=O. (3) Given the product [Cl:2][C:3]1[CH:4]=[C:5]2[C:10](=[CH:11][CH:12]=1)[N:9]=[C:8]([N:13]1[CH2:14][CH2:15][N:16]([C:27]([C:26]3[CH:30]=[C:31]([N+:34]([O-:36])=[O:35])[CH:32]=[CH:33][C:25]=3[N:19]3[CH2:24][CH2:23][O:22][CH2:21][CH2:20]3)=[O:28])[CH2:17][CH2:18]1)[CH:7]=[CH:6]2, predict the reactants needed to synthesize it. The reactants are: Cl.[Cl:2][C:3]1[CH:4]=[C:5]2[C:10](=[CH:11][CH:12]=1)[N:9]=[C:8]([N:13]1[CH2:18][CH2:17][NH:16][CH2:15][CH2:14]1)[CH:7]=[CH:6]2.[N:19]1([C:25]2[CH:33]=[CH:32][C:31]([N+:34]([O-:36])=[O:35])=[CH:30][C:26]=2[C:27](O)=[O:28])[CH2:24][CH2:23][O:22][CH2:21][CH2:20]1.C(OCC)(=O)C. (4) Given the product [Cl:1][C:2]1[CH:7]=[C:6]([Cl:8])[CH:5]=[CH:4][C:3]=1[C:9]1[N:14]2[CH:15]=[C:16]([C:18]([O:20][CH2:21][CH3:22])=[O:19])[N:17]=[C:13]2[N:12]=[C:11]([CH3:23])[C:10]=1[C:24]([OH:26])=[O:25], predict the reactants needed to synthesize it. The reactants are: [Cl:1][C:2]1[CH:7]=[C:6]([Cl:8])[CH:5]=[CH:4][C:3]=1[C:9]1[N:14]2[CH:15]=[C:16]([C:18]([O:20][CH2:21][CH3:22])=[O:19])[N:17]=[C:13]2[N:12]=[C:11]([CH3:23])[C:10]=1[C:24]([O:26]C(C)(C)C)=[O:25].C(O)(C(F)(F)F)=O. (5) The reactants are: [CH3:1][O:2][C:3]1[CH:28]=[CH:27][C:6]([CH2:7][N:8]([C:22]2[S:23][CH:24]=[CH:25][N:26]=2)[S:9]([C:12]2[CH:13]=[CH:14][C:15]3[NH:20][CH2:19][CH2:18][O:17][C:16]=3[CH:21]=2)(=[O:11])=[O:10])=[CH:5][CH:4]=1.Br[C:30]1[CH:39]=[CH:38][CH:37]=[CH:36][C:31]=1[C:32]([O:34][CH3:35])=[O:33].CC1(C)C2C(=C(P(C3C=CC=CC=3)C3C=CC=CC=3)C=CC=2)OC2C(P(C3C=CC=CC=3)C3C=CC=CC=3)=CC=CC1=2.CC(C)([O-])C.[Na+]. Given the product [CH3:1][O:2][C:3]1[CH:4]=[CH:5][C:6]([CH2:7][N:8]([C:22]2[S:23][CH:24]=[CH:25][N:26]=2)[S:9]([C:12]2[CH:13]=[CH:14][C:15]3[N:20]([C:30]4[CH:39]=[CH:38][CH:37]=[CH:36][C:31]=4[C:32]([O:34][CH3:35])=[O:33])[CH2:19][CH2:18][O:17][C:16]=3[CH:21]=2)(=[O:11])=[O:10])=[CH:27][CH:28]=1, predict the reactants needed to synthesize it. (6) Given the product [Cl:1][C:2]1[CH:3]=[CH:4][C:5]([C:9]2[S:10][C:11]3[CH:17]=[C:16]([O:18][CH2:19][CH:20]([OH:22])[CH2:21][N:23]4[CH2:27][CH2:26][CH2:25][CH2:24]4)[CH:15]=[CH:14][C:12]=3[N:13]=2)=[C:6]([OH:8])[CH:7]=1, predict the reactants needed to synthesize it. The reactants are: [Cl:1][C:2]1[CH:3]=[CH:4][C:5]([C:9]2[S:10][C:11]3[CH:17]=[C:16]([O:18][CH2:19][CH:20]4[O:22][CH2:21]4)[CH:15]=[CH:14][C:12]=3[N:13]=2)=[C:6]([OH:8])[CH:7]=1.[NH:23]1[CH2:27][CH2:26][CH2:25][CH2:24]1. (7) Given the product [C:4]12([C:5]3[C:10]4=[C:9]([CH2:19][NH:15][CH2:14][CH2:13][N:1]4[CH2:2][CH2:3]1)[CH:8]=[CH:7][CH:6]=3)[CH2:12][CH2:11]2, predict the reactants needed to synthesize it. The reactants are: [N:1]1([CH2:13][CH2:14][NH2:15])[C:10]2[C:5](=[CH:6][CH:7]=[CH:8][CH:9]=2)[C:4]2([CH2:12][CH2:11]2)[CH2:3][CH2:2]1.C=O.F[C:19](F)(F)C(O)=O.[OH-].[Na+]. (8) Given the product [F:17][C@@H:16]1[C@@:11]2([C:10](=[O:21])[O:9][CH2:8][N:7]2[C:5]([O:4][CH2:1][CH:2]=[CH2:3])=[O:6])[CH:12]2[C@H:14]([C@@H:13]2[C:18]([O:20][C@@H:24]([O:23][C:22]([O:27][CH:28]([CH3:30])[CH3:29])=[O:31])[CH3:25])=[O:19])[CH2:15]1, predict the reactants needed to synthesize it. The reactants are: [CH2:1]([O:4][C:5]([N:7]1[C@:11]2([C@@H:16]([F:17])[CH2:15][C@@H:14]3[C@H:12]2[C@H:13]3[C:18]([OH:20])=[O:19])[C:10](=[O:21])[O:9][CH2:8]1)=[O:6])[CH:2]=[CH2:3].[C:22](=[O:31])([O:27][CH:28]([CH3:30])[CH3:29])[O:23][CH:24](Cl)[CH3:25]. (9) Given the product [N+:28]([C:26]1[CH:25]=[CH:24][C:22]2[O:35][CH2:34][C:18]3([C:19]4[N:20]([N:31]=[N:32][N:33]=4)[C:21]=2[CH:27]=1)[CH2:17][O:23]3)([O-:30])=[O:29], predict the reactants needed to synthesize it. The reactants are: [Li]CCCC.CC1C=CC(S(O[CH2:17][C:18]2([CH2:34][OH:35])[O:23][C:22]3[CH:24]=[CH:25][C:26]([N+:28]([O-:30])=[O:29])=[CH:27][C:21]=3[N:20]3[N:31]=[N:32][N:33]=[C:19]23)(=O)=O)=CC=1.